Dataset: CYP2C19 inhibition data for predicting drug metabolism from PubChem BioAssay. Task: Regression/Classification. Given a drug SMILES string, predict its absorption, distribution, metabolism, or excretion properties. Task type varies by dataset: regression for continuous measurements (e.g., permeability, clearance, half-life) or binary classification for categorical outcomes (e.g., BBB penetration, CYP inhibition). Dataset: cyp2c19_veith. (1) The molecule is ON(CCc1ccncc1)Cc1ccccc1. The result is 1 (inhibitor). (2) The compound is CN(C)c1ncc2nc(-c3ccc(F)cc3)c(=O)n(CCc3ccccc3)c2n1. The result is 0 (non-inhibitor). (3) The molecule is COc1cc(CNCCO)cc(Br)c1OCc1ccccc1Cl.Cl. The result is 1 (inhibitor). (4) The drug is C[C@@]12CC[C@H](O)C[C@@H]1CC[C@@H]1[C@H]2CC[C@@]2(C)[C@@H](c3cc(C(F)(F)F)n[nH]3)CC[C@H]12. The result is 1 (inhibitor). (5) The drug is O=C(Nc1cccc2cccnc12)[C@H]1[C@@H]2CC[C@@H](O2)[C@@H]1C(=O)O. The result is 0 (non-inhibitor). (6) The drug is Cc1cc(NC(=O)CCC(=O)N(CC2CCCO2)C(C(=O)NC2CCCC2)c2cccnc2)no1. The result is 0 (non-inhibitor). (7) The compound is Nc1nc(N)[n+]([O-])c(N)c1NCO. The result is 0 (non-inhibitor).